From a dataset of Reaction yield outcomes from USPTO patents with 853,638 reactions. Predict the reaction yield, written as a fraction of the theoretical maximum amount of product (1.0 means a 100% yield; for example, 0.34 means a 34% yield). (1) The reactants are [NH:1]1[C:9]2[C:4](=[CH:5][C:6]([CH:10]=[O:11])=[CH:7][CH:8]=2)[CH:3]=[N:2]1.[Cl:12]N1C(=O)CCC1=O. The catalyst is C(#N)C. The product is [Cl:12][C:3]1[C:4]2[C:9](=[CH:8][CH:7]=[C:6]([CH:10]=[O:11])[CH:5]=2)[NH:1][N:2]=1. The yield is 0.970. (2) The reactants are [S:1]1[CH:5]=[CH:4][N:3]=[CH:2]1.C([O-])(=O)C.[K+].[F:11][C:12]1[CH:17]=[CH:16][C:15](I)=[CH:14][CH:13]=1. The catalyst is CC(N(C)C)=O.O.[OH-].[Pd+2].[OH-]. The product is [F:11][C:12]1[CH:17]=[CH:16][C:15]([C:5]2[S:1][CH:2]=[N:3][CH:4]=2)=[CH:14][CH:13]=1. The yield is 0.220. (3) The reactants are [N:1]1([C:8]([O:10][C:11]([CH3:14])([CH3:13])[CH3:12])=[O:9])[CH2:7][CH2:6][CH2:5][NH:4][CH2:3][CH2:2]1.C(N(C(C)C)CC)(C)C.Cl[C:25]1[CH:30]=[CH:29][C:28]2=[N:31][N:32]=[C:33]([C:34]([F:37])([F:36])[F:35])[N:27]2[N:26]=1. The catalyst is C(O)C. The product is [F:36][C:34]([F:35])([F:37])[C:33]1[N:27]2[C:28]([CH:29]=[CH:30][C:25]([N:4]3[CH2:5][CH2:6][CH2:7][N:1]([C:8]([O:10][C:11]([CH3:14])([CH3:13])[CH3:12])=[O:9])[CH2:2][CH2:3]3)=[N:26]2)=[N:31][N:32]=1. The yield is 0.854. (4) The reactants are CS(O[C@@H:6]1[C@@H:11]([CH3:12])[CH2:10][C@@H:9]([C:13]2[CH:18]=[CH:17][N:16]=[CH:15][C:14]=2[NH:19]C(OC(C)(C)C)=O)[CH2:8][C@H:7]1[NH:27][C:28]([O:30][C:31]([CH3:34])([CH3:33])[CH3:32])=[O:29])(=O)=O.[N:35]1[CH:40]=[CH:39][CH:38]=[CH:37][C:36]=1[OH:41].Cl.C(=O)(ON1C(=O)CCC1=O)OC(C)(C)C.CCN(C(C)C)C(C)C.C([O-])(O)=O.[Na+]. The catalyst is CN(C=O)C.[Cl-].[Na+].O.O1CCOCC1.CCOC(C)=O. The product is [NH2:19][C:14]1[CH:15]=[N:16][CH:17]=[CH:18][C:13]=1[C@H:9]1[CH2:8][C@@H:7]([NH:27][C:28](=[O:29])[O:30][C:31]([CH3:33])([CH3:32])[CH3:34])[C@@H:6]([N:35]2[CH:40]=[CH:39][CH:38]=[CH:37][C:36]2=[O:41])[C@@H:11]([CH3:12])[CH2:10]1.[NH2:19][C:14]1[CH:15]=[N:16][CH:17]=[CH:18][C:13]=1[C@@H:9]1[CH2:8][C@H:7]([NH:27][C:28](=[O:29])[O:30][C:31]([CH3:33])([CH3:32])[CH3:34])[C@H:6]([N:35]2[CH:40]=[CH:39][CH:38]=[CH:37][C:36]2=[O:41])[C@H:11]([CH3:12])[CH2:10]1. The yield is 0.0800. (5) The reactants are [Cl-].[Al+3].[Cl-].[Cl-].[C:5]1([CH3:14])[CH:10]=[CH:9][C:8]([C:11](Cl)=[O:12])=[CH:7][CH:6]=1.[C:15]1([S:21]([N:24]2[CH:28]=[CH:27][CH:26]=[CH:25]2)(=[O:23])=[O:22])[CH:20]=[CH:19][CH:18]=[CH:17][CH:16]=1. The catalyst is C(Cl)CCl. The product is [C:15]1([S:21]([N:24]2[CH:25]=[CH:26][C:27]([C:11]([C:8]3[CH:9]=[CH:10][C:5]([CH3:14])=[CH:6][CH:7]=3)=[O:12])=[CH:28]2)(=[O:23])=[O:22])[CH:16]=[CH:17][CH:18]=[CH:19][CH:20]=1. The yield is 1.00. (6) The product is [NH2:1][C:2]1[N:10]=[C:9]2[C:5]([N:6]=[C:7]([S:11][CH3:12])[N:8]2[CH3:30])=[C:4]([N:13]2[CH2:18][CH2:17][N:16]([C:19](=[O:29])[CH2:20][O:21][C:22]3[CH:27]=[CH:26][C:25]([Cl:28])=[CH:24][CH:23]=3)[CH2:15][CH2:14]2)[N:3]=1. The yield is 0.970. The reactants are [NH2:1][C:2]1[N:10]=[C:9]2[C:5]([N:6]=[C:7]([S:11][CH3:12])[NH:8]2)=[C:4]([N:13]2[CH2:18][CH2:17][N:16]([C:19](=[O:29])[CH2:20][O:21][C:22]3[CH:27]=[CH:26][C:25]([Cl:28])=[CH:24][CH:23]=3)[CH2:15][CH2:14]2)[N:3]=1.[CH3:30]I. No catalyst specified. (7) The reactants are [Cl:1][C:2]1[CH:7]=[C:6]([O:8][C:9]([F:12])([F:11])[F:10])[CH:5]=[C:4]([Cl:13])[C:3]=1[NH:14][C:15]([NH:17][C:18]1[S:19][C:20]([C:26]2[CH:31]=[CH:30][C:29]([O:32][CH3:33])=[CH:28][CH:27]=2)=[CH:21][C:22]=1[C:23](O)=[O:24])=[O:16].CN(C(ON1N=NC2C=CC=NC1=2)=[N+](C)C)C.F[P-](F)(F)(F)(F)F.CCN(C(C)C)C(C)C.Cl.[NH2:68][C@@H:69]([CH:74]1[CH2:79][CH2:78][CH2:77][CH2:76][CH2:75]1)[C:70]([O:72][CH3:73])=[O:71]. The catalyst is CN(C=O)C. The product is [CH:74]1([C@H:69]([NH:68][C:23]([C:22]2[CH:21]=[C:20]([C:26]3[CH:27]=[CH:28][C:29]([O:32][CH3:33])=[CH:30][CH:31]=3)[S:19][C:18]=2[NH:17][C:15]([NH:14][C:3]2[C:2]([Cl:1])=[CH:7][C:6]([O:8][C:9]([F:10])([F:12])[F:11])=[CH:5][C:4]=2[Cl:13])=[O:16])=[O:24])[C:70]([O:72][CH3:73])=[O:71])[CH2:79][CH2:78][CH2:77][CH2:76][CH2:75]1. The yield is 0.580.